This data is from Forward reaction prediction with 1.9M reactions from USPTO patents (1976-2016). The task is: Predict the product of the given reaction. (1) Given the reactants [CH2:1]([N:3]([CH2:20][CH3:21])[C:4]([S:6][C:7]1[CH:8]=[N:9][CH:10]=[CH:11][C:12]=1[NH:13]C(=O)C(C)(C)C)=[S:5])[CH3:2], predict the reaction product. The product is: [CH2:20]([N:3]([CH2:1][CH3:2])[C:4]([S:6][C:7]1[CH:8]=[N:9][CH:10]=[CH:11][C:12]=1[NH2:13])=[S:5])[CH3:21]. (2) Given the reactants CC(C)([O-])C.[K+].[Cl-].[NH2:8][C:9]([NH2:11])=[NH2+:10].[F:12][C:13]1[CH:21]=[CH:20][C:19]([F:22])=[C:18]2[C:14]=1[C:15](=[O:33])[N:16]([CH2:29][CH:30]([CH3:32])[CH3:31])[CH:17]2[CH2:23][C:24](OCC)=[O:25], predict the reaction product. The product is: [F:12][C:13]1[CH:21]=[CH:20][C:19]([F:22])=[C:18]2[C:14]=1[C:15](=[O:33])[N:16]([CH2:29][CH:30]([CH3:31])[CH3:32])[CH:17]2[CH2:23][C:24]([NH:10][C:9]([NH2:11])=[NH:8])=[O:25]. (3) Given the reactants [CH3:1][O:2][C:3]([C:5]1[CH:6]=[C:7]([C:14]2[CH:19]=[CH:18][C:17]([CH3:20])=[CH:16][CH:15]=2)[CH:8]=[C:9]([N+:11]([O-])=O)[CH:10]=1)=[O:4].Cl[Sn]Cl, predict the reaction product. The product is: [CH3:1][O:2][C:3]([C:5]1[CH:6]=[C:7]([C:14]2[CH:19]=[CH:18][C:17]([CH3:20])=[CH:16][CH:15]=2)[CH:8]=[C:9]([NH2:11])[CH:10]=1)=[O:4]. (4) Given the reactants [BH4-].[Na+].[Cl:3][C:4]1[CH:9]=[CH:8][C:7]([C:10]2[O:14][C:13]([CH2:15][C:16](OC)=[O:17])=[C:12]([C:20]([O:22][CH3:23])=[O:21])[CH:11]=2)=[CH:6][CH:5]=1.CO.C1COCC1, predict the reaction product. The product is: [Cl:3][C:4]1[CH:5]=[CH:6][C:7]([C:10]2[O:14][C:13]([CH2:15][CH2:16][OH:17])=[C:12]([C:20]([O:22][CH3:23])=[O:21])[CH:11]=2)=[CH:8][CH:9]=1. (5) Given the reactants [CH3:1][O:2][C:3](=[O:16])[C:4]1[CH:12]=[C:11]([N+:13]([O-:15])=[O:14])[CH:10]=[C:6]([C:7]([O-])=[O:8])[CH:5]=1.C(Cl)(=O)C([Cl:20])=O, predict the reaction product. The product is: [Cl:20][C:7]([C:6]1[CH:5]=[C:4]([CH:12]=[C:11]([N+:13]([O-:15])=[O:14])[CH:10]=1)[C:3]([O:2][CH3:1])=[O:16])=[O:8]. (6) Given the reactants [C:1]1([C:7]2[CH:12]=[C:11](B3OCC(C)(C)CO3)[CH:10]=[CH:9][C:8]=2[NH:21][C:22]([C:24]2[N:25]([CH2:31][O:32][CH2:33][CH2:34][Si:35]([CH3:38])([CH3:37])[CH3:36])[CH:26]=[C:27]([C:29]#[N:30])[N:28]=2)=[O:23])[CH2:6][CH2:5][CH2:4][CH2:3][CH:2]=1.Br[C:40]1[CH:41]=[CH:42][C:43]([NH2:46])=[N:44][CH:45]=1.C([O-])([O-])=O.[Na+].[Na+].CCOC(C)=O, predict the reaction product. The product is: [NH2:46][C:43]1[N:44]=[CH:45][C:40]([C:11]2[CH:10]=[CH:9][C:8]([NH:21][C:22]([C:24]3[N:25]([CH2:31][O:32][CH2:33][CH2:34][Si:35]([CH3:36])([CH3:37])[CH3:38])[CH:26]=[C:27]([C:29]#[N:30])[N:28]=3)=[O:23])=[C:7]([C:1]3[CH2:6][CH2:5][CH2:4][CH2:3][CH:2]=3)[CH:12]=2)=[CH:41][CH:42]=1. (7) Given the reactants [CH:1]1[C:13]2[CH:12]([CH2:14][O:15][C:16]([NH:18][C@H:19]([C:30]([NH:32][CH2:33][C:34]([NH2:36])=[O:35])=[O:31])[CH2:20][O:21][CH2:22][C:23]([O:25]C(C)(C)C)=[O:24])=[O:17])[C:11]3[C:6](=[CH:7][CH:8]=[CH:9][CH:10]=3)[C:5]=2[CH:4]=[CH:3][CH:2]=1.Cl, predict the reaction product. The product is: [CH:10]1[C:11]2[CH:12]([CH2:14][O:15][C:16]([NH:18][C@H:19]([C:30]([NH:32][CH2:33][C:34]([NH2:36])=[O:35])=[O:31])[CH2:20][O:21][CH2:22][C:23]([OH:25])=[O:24])=[O:17])[C:13]3[C:5](=[CH:4][CH:3]=[CH:2][CH:1]=3)[C:6]=2[CH:7]=[CH:8][CH:9]=1.